This data is from Forward reaction prediction with 1.9M reactions from USPTO patents (1976-2016). The task is: Predict the product of the given reaction. (1) Given the reactants [CH3:1][O:2][CH2:3][C@@H:4]1[CH2:8][CH2:7][CH2:6][NH:5]1.[C:9]([C:11]1[C:19]2[C:14](=[CH:15][CH:16]=[C:17]([CH2:20][CH2:21][NH:22][C:23](=[O:37])[C:24]3[CH:29]=[CH:28][C:27]([C:30]4[CH:35]=[CH:34][N:33]=[C:32](Cl)[N:31]=4)=[CH:26][CH:25]=3)[CH:18]=2)[NH:13][CH:12]=1)#[N:10], predict the reaction product. The product is: [C:9]([C:11]1[C:19]2[C:14](=[CH:15][CH:16]=[C:17]([CH2:20][CH2:21][NH:22][C:23](=[O:37])[C:24]3[CH:29]=[CH:28][C:27]([C:30]4[CH:35]=[CH:34][N:33]=[C:32]([N:5]5[CH2:6][CH2:7][CH2:8][C@H:4]5[CH2:3][O:2][CH3:1])[N:31]=4)=[CH:26][CH:25]=3)[CH:18]=2)[NH:13][CH:12]=1)#[N:10]. (2) Given the reactants [F:1][C:2]1[CH:3]=[CH:4][C:5]([OH:17])=[N:6][C:7]=1[NH:8][CH2:9][C:10]1([CH3:16])[CH2:15][CH2:14][O:13][CH2:12][CH2:11]1.C(N(CC)CC)C.[F:25][C:26]([F:39])([F:38])[S:27](O[S:27]([C:26]([F:39])([F:38])[F:25])(=[O:29])=[O:28])(=[O:29])=[O:28].C([O-])(O)=O.[Na+], predict the reaction product. The product is: [F:25][C:26]([F:39])([F:38])[S:27]([O:17][C:5]1[CH:4]=[CH:3][C:2]([F:1])=[C:7]([NH:8][CH2:9][C:10]2([CH3:16])[CH2:15][CH2:14][O:13][CH2:12][CH2:11]2)[N:6]=1)(=[O:29])=[O:28].